Regression/Classification. Given a drug SMILES string, predict its absorption, distribution, metabolism, or excretion properties. Task type varies by dataset: regression for continuous measurements (e.g., permeability, clearance, half-life) or binary classification for categorical outcomes (e.g., BBB penetration, CYP inhibition). Dataset: cyp2c19_veith. From a dataset of CYP2C19 inhibition data for predicting drug metabolism from PubChem BioAssay. (1) The drug is CNCCCc1ccccc1.Cl. The result is 0 (non-inhibitor). (2) The molecule is COCCn1c(=O)cnc2cnc(N3CCN(C)CC3)nc21. The result is 0 (non-inhibitor). (3) The drug is COc1ccc2[nH]cc(CCNc3ncnc4ccc(-c5c(C)noc5C)cc34)c2c1. The result is 1 (inhibitor). (4) The drug is CC(=O)N1CCC2(CC1)CCN(C(=O)Nc1cccc(F)c1)CC2. The result is 0 (non-inhibitor). (5) The compound is Cc1ccc(C(=O)O/N=C\c2ccc(N3CCCCC3)c([N+](=O)[O-])c2)cc1. The result is 1 (inhibitor). (6) The drug is O=C(CSc1nc2ccccc2s1)N1c2ccccc2Sc2ccc(C(F)(F)F)cc21. The result is 1 (inhibitor). (7) The result is 1 (inhibitor). The molecule is CN(C)C=C1C(=O)N(C2CCCCC2)C(=O)N(C2CCCCC2)C1=O.